From a dataset of Reaction yield outcomes from USPTO patents with 853,638 reactions. Predict the reaction yield, written as a fraction of the theoretical maximum amount of product (1.0 means a 100% yield; for example, 0.34 means a 34% yield). (1) The reactants are C[O:2][C:3]([C:5]1[C:13]2[C:8](=[CH:9][C:10](Br)=[CH:11][CH:12]=2)[N:7]([CH3:15])[N:6]=1)=[O:4].CC1(C)C(C)(C)OB([C:24]2[CH:29]=[CH:28][CH:27]=[CH:26][C:25]=2[OH:30])O1.[CH:32]1(P(C2CCCCC2)C2C=CC=CC=2C2C(OC)=CC=CC=2OC)CCCCC1.P([O-])([O-])([O-])=O.[K+].[K+].[K+]. The catalyst is O1CCOCC1.O.CC([O-])=O.CC([O-])=O.[Pd+2]. The product is [OH:30][C:25]1[CH:24]=[CH:29][C:28]([C:10]2[CH:9]=[C:8]3[C:13]([C:5]([C:3]([OH:2])=[O:4])=[N:6][N:7]3[CH3:15])=[CH:12][CH:11]=2)=[C:27]([CH3:32])[CH:26]=1. The yield is 0.750. (2) The reactants are [CH3:1][O:2][C:3]1[CH:4]=[C:5]2[C:10](=[CH:11][C:12]=1[O:13][CH3:14])[N:9]=[CH:8][CH:7]=[C:6]2[O:15][C:16]1[CH:22]=[CH:21][C:19]([NH2:20])=[C:18]([N+:23]([O-:25])=[O:24])[CH:17]=1.C(N(CC)CC)C.ClC(Cl)(O[C:37](=[O:43])OC(Cl)(Cl)Cl)Cl.[CH2:45]([N:47]([CH2:51][CH3:52])[CH2:48][CH2:49][NH2:50])[CH3:46]. The catalyst is C(Cl)(Cl)Cl.O. The product is [CH2:45]([N:47]([CH2:51][CH3:52])[CH2:48][CH2:49][NH:50][C:37]([NH:20][C:19]1[CH:21]=[CH:22][C:16]([O:15][C:6]2[C:5]3[C:10](=[CH:11][C:12]([O:13][CH3:14])=[C:3]([O:2][CH3:1])[CH:4]=3)[N:9]=[CH:8][CH:7]=2)=[CH:17][C:18]=1[N+:23]([O-:25])=[O:24])=[O:43])[CH3:46]. The yield is 0.460. (3) The reactants are [N:1]12[CH2:8][CH2:7][C:4]([C:9]([C:17]3[CH:22]=[CH:21][CH:20]=[CH:19][CH:18]=3)([C:11]3[CH:16]=[CH:15][CH:14]=[CH:13][CH:12]=3)[OH:10])([CH2:5][CH2:6]1)[CH2:3][CH2:2]2.[Br:23][CH2:24][CH:25]1[O:29][CH2:28][CH2:27][O:26]1. The catalyst is CC#N. The product is [Br-:23].[O:26]1[CH2:27][CH2:28][O:29][CH:25]1[CH2:24][N+:1]12[CH2:6][CH2:5][C:4]([C:9]([OH:10])([C:17]3[CH:22]=[CH:21][CH:20]=[CH:19][CH:18]=3)[C:11]3[CH:12]=[CH:13][CH:14]=[CH:15][CH:16]=3)([CH2:3][CH2:2]1)[CH2:7][CH2:8]2. The yield is 0.124. (4) The reactants are [NH:1]1[C:9]2[CH2:8][CH2:7][NH:6][CH2:5][C:4]=2[C:3]([C:10]2[S:14][N:13]=[CH:12][CH:11]=2)=[N:2]1.[Cl:15][C:16]1[CH:17]=[C:18]([NH:22][C:23](=O)[O:24]C2C=CC=CC=2)[CH:19]=[CH:20][CH:21]=1. The product is [Cl:15][C:16]1[CH:17]=[C:18]([NH:22][C:23]([N:6]2[CH2:7][CH2:8][C:9]3[NH:1][N:2]=[C:3]([C:10]4[S:14][N:13]=[CH:12][CH:11]=4)[C:4]=3[CH2:5]2)=[O:24])[CH:19]=[CH:20][CH:21]=1. The catalyst is C(Cl)Cl. The yield is 0.535. (5) The reactants are [NH2:1][C:2]1[C:7]2=[C:8](Br)[CH:9]=[C:10]([CH2:11][CH2:12][OH:13])[N:6]2[N:5]=[CH:4][N:3]=1.[CH2:15]([N:22]1[CH:30]=[C:29]2[C:24]([CH:25]=[C:26](B3OC(C)(C)C(C)(C)O3)[CH:27]=[CH:28]2)=[N:23]1)[C:16]1[CH:21]=[CH:20][CH:19]=[CH:18][CH:17]=1.ClCCl.C(=O)([O-])[O-].[Na+].[Na+]. The catalyst is CCO.C1(C)C=CC=CC=1. The product is [NH2:1][C:2]1[C:7]2=[C:8]([C:26]3[CH:27]=[CH:28][C:29]4[C:24]([CH:25]=3)=[N:23][N:22]([CH2:15][C:16]3[CH:21]=[CH:20][CH:19]=[CH:18][CH:17]=3)[CH:30]=4)[CH:9]=[C:10]([CH2:11][CH2:12][OH:13])[N:6]2[N:5]=[CH:4][N:3]=1. The yield is 0.360.